Dataset: NCI-60 drug combinations with 297,098 pairs across 59 cell lines. Task: Regression. Given two drug SMILES strings and cell line genomic features, predict the synergy score measuring deviation from expected non-interaction effect. (1) Drug 1: CC1=C(C=C(C=C1)C(=O)NC2=CC(=CC(=C2)C(F)(F)F)N3C=C(N=C3)C)NC4=NC=CC(=N4)C5=CN=CC=C5. Drug 2: C1C(C(OC1N2C=NC(=NC2=O)N)CO)O. Cell line: K-562. Synergy scores: CSS=73.5, Synergy_ZIP=1.81, Synergy_Bliss=1.37, Synergy_Loewe=7.48, Synergy_HSA=7.51. (2) Drug 1: CC1=C(C(CCC1)(C)C)C=CC(=CC=CC(=CC(=O)O)C)C. Drug 2: CS(=O)(=O)OCCCCOS(=O)(=O)C. Synergy scores: CSS=2.39, Synergy_ZIP=0.383, Synergy_Bliss=4.08, Synergy_Loewe=0.292, Synergy_HSA=1.03. Cell line: MDA-MB-231. (3) Drug 1: CN(CCCl)CCCl.Cl. Drug 2: CCC1(C2=C(COC1=O)C(=O)N3CC4=CC5=C(C=CC(=C5CN(C)C)O)N=C4C3=C2)O.Cl. Cell line: SK-MEL-28. Synergy scores: CSS=26.8, Synergy_ZIP=-6.28, Synergy_Bliss=0.716, Synergy_Loewe=-35.9, Synergy_HSA=0.0931.